From a dataset of Catalyst prediction with 721,799 reactions and 888 catalyst types from USPTO. Predict which catalyst facilitates the given reaction. (1) Reactant: Cl.Cl.[NH2:3][C:4]1[C:12]([NH2:13])=[CH:11][CH:10]=[CH:9][C:5]=1[C:6]([NH2:8])=[O:7].[Br:14][C:15]1[CH:22]=[CH:21][C:18]([CH:19]=O)=[CH:17][CH:16]=1. Product: [Br:14][C:15]1[CH:22]=[CH:21][C:18]([C:19]2[NH:13][C:12]3[CH:11]=[CH:10][CH:9]=[C:5]([C:6]([NH2:8])=[O:7])[C:4]=3[N:3]=2)=[CH:17][CH:16]=1. The catalyst class is: 19. (2) Product: [F:26][C:25]1[CH:24]=[CH:23][C:11]([C:12]([NH:14][C:15]2[CH:20]=[C:19]([CH3:21])[CH:18]=[CH:17][C:16]=2[F:22])=[O:13])=[CH:10][C:9]=1[O:8][C:6]1[CH:5]=[CH:4][N:3]=[C:2]([C:35]2[NH:39][CH:38]=[C:37]([C:40]([O:42][CH3:43])=[O:41])[CH:36]=2)[CH:7]=1. The catalyst class is: 127. Reactant: Cl[C:2]1[CH:7]=[C:6]([O:8][C:9]2[CH:10]=[C:11]([CH:23]=[CH:24][C:25]=2[F:26])[C:12]([NH:14][C:15]2[CH:20]=[C:19]([CH3:21])[CH:18]=[CH:17][C:16]=2[F:22])=[O:13])[CH:5]=[CH:4][N:3]=1.CC1(C)C(C)(C)OB([C:35]2[NH:39][CH:38]=[C:37]([C:40]([O:42][CH3:43])=[O:41])[CH:36]=2)O1.C(=O)([O-])[O-].[K+].[K+].ClCCl. (3) Reactant: [F:1][C:2]1[CH:3]=[C:4]([NH:26][C:27]([NH:29][C:30](=[O:39])[CH2:31][C:32]2[CH:37]=[CH:36][C:35]([F:38])=[CH:34][CH:33]=2)=[S:28])[CH:5]=[CH:6][C:7]=1[O:8][C:9]1[CH:14]=[CH:13][N:12]=[C:11]2[CH:15]=[C:16]([C:18]3[CH:23]=[CH:22][C:21]([CH:24]=[O:25])=[CH:20][N:19]=3)[S:17][C:10]=12.[CH3:40][O:41][CH2:42][CH2:43]N.CC(O)=O.[BH-](OC(C)=O)(OC(C)=O)OC(C)=O.[Na+]. Product: [F:1][C:2]1[CH:3]=[C:4]([NH:26][C:27]([NH:29][C:30](=[O:39])[CH2:31][C:32]2[CH:33]=[CH:34][C:35]([F:38])=[CH:36][CH:37]=2)=[S:28])[CH:5]=[CH:6][C:7]=1[O:8][C:9]1[CH:14]=[CH:13][N:12]=[C:11]2[CH:15]=[C:16]([C:18]3[CH:23]=[CH:22][C:21]([CH2:24][O:25][CH2:43][CH2:42][O:41][CH3:40])=[CH:20][N:19]=3)[S:17][C:10]=12. The catalyst class is: 1. (4) Reactant: [CH3:1][C:2]1([CH3:31])[CH2:7][CH2:6][C:5]([C:8]2[CH:13]=[C:12]([C:14]3([OH:20])[CH2:19][CH2:18][O:17][CH2:16][CH2:15]3)[CH:11]=[CH:10][C:9]=2[NH:21][C:22]([C:24]2[NH:25][C:26]([C:29]#[N:30])=[CH:27][N:28]=2)=[O:23])=[CH:4][CH2:3]1.[C:32]([O:36]C)(=[O:35])[CH2:33]O.C(O)(C(F)(F)F)=O.[OH-].[K+]. Product: [C:29]([C:26]1[NH:25][C:24]([C:22]([NH:21][C:9]2[CH:10]=[CH:11][C:12]([C:14]3([O:20][CH2:33][C:32]([OH:36])=[O:35])[CH2:19][CH2:18][O:17][CH2:16][CH2:15]3)=[CH:13][C:8]=2[C:5]2[CH2:6][CH2:7][C:2]([CH3:31])([CH3:1])[CH2:3][CH:4]=2)=[O:23])=[N:28][CH:27]=1)#[N:30]. The catalyst class is: 2.